Dataset: Reaction yield outcomes from USPTO patents with 853,638 reactions. Task: Predict the reaction yield, written as a fraction of the theoretical maximum amount of product (1.0 means a 100% yield; for example, 0.34 means a 34% yield). (1) The reactants are [NH2:1][C:2]1[CH:9]=[C:8]([N:10]2[CH2:15][CH2:14][O:13][CH2:12][CH2:11]2)[CH:7]=[CH:6][C:3]=1[C:4]#[N:5].P12(SP3(SP(SP(S3)(S1)=S)(=S)S2)=S)=S.[CH2:30](N)[CH2:31][NH2:32]. No catalyst specified. The product is [NH:5]1[CH2:30][CH2:31][N:32]=[C:4]1[C:3]1[CH:6]=[CH:7][C:8]([N:10]2[CH2:11][CH2:12][O:13][CH2:14][CH2:15]2)=[CH:9][C:2]=1[NH2:1]. The yield is 0.835. (2) The reactants are [F:1][C:2]1[CH:15]=[CH:14][C:13]([F:16])=[CH:12][C:3]=1[O:4][C:5]1[CH:11]=[CH:10][C:8](N)=[CH:7][CH:6]=1.Cl.N([O-])=O.[Na+].[Na+].[I-:23]. The catalyst is O. The product is [F:1][C:2]1[CH:15]=[CH:14][C:13]([F:16])=[CH:12][C:3]=1[O:4][C:5]1[CH:11]=[CH:10][C:8]([I:23])=[CH:7][CH:6]=1. The yield is 0.780. (3) The reactants are [CH2:1]([O:3][C:4]([C:6]1[N:7]=[C:8]([CH3:12])[S:9][C:10]=1[NH2:11])=[O:5])[CH3:2].C1(P(C2C=CC=CC=2)C2C3OC4C(=CC=CC=4P(C4C=CC=CC=4)C4C=CC=CC=4)C(C)(C)C=3C=CC=2)C=CC=CC=1.Br[C:56]1[CH:57]=[N:58][CH:59]=[CH:60][CH:61]=1.C(=O)([O-])[O-].[Cs+].[Cs+]. The catalyst is C1COCC1.O1CCOCC1. The product is [CH2:1]([O:3][C:4]([C:6]1[N:7]=[C:8]([CH3:12])[S:9][C:10]=1[NH:11][C:56]1[CH:57]=[N:58][CH:59]=[CH:60][CH:61]=1)=[O:5])[CH3:2]. The yield is 0.650.